Dataset: Full USPTO retrosynthesis dataset with 1.9M reactions from patents (1976-2016). Task: Predict the reactants needed to synthesize the given product. (1) The reactants are: [Cl:1][C:2]1[CH:3]=[C:4]2[C:12](=[C:13]([NH2:20])[C:14]=1[O:15][CH2:16][CH:17]1[CH2:19][CH2:18]1)[NH:11][C:10]1[CH:9]=[N:8][CH:7]=[CH:6][C:5]2=1.[CH3:21][C:22]1[N:30]=[CH:29][CH:28]=[CH:27][C:23]=1[C:24](O)=[O:25].C([O-])(=O)C.[NH4+]. Given the product [Cl:1][C:2]1[CH:3]=[C:4]2[C:12](=[C:13]([NH:20][C:24](=[O:25])[C:23]3[CH:27]=[CH:28][CH:29]=[N:30][C:22]=3[CH3:21])[C:14]=1[O:15][CH2:16][CH:17]1[CH2:19][CH2:18]1)[NH:11][C:10]1[CH:9]=[N:8][CH:7]=[CH:6][C:5]2=1, predict the reactants needed to synthesize it. (2) The reactants are: [CH3:1][O:2][C:3]([C:5]1[CH:10]=[CH:9][C:8](Br)=[C:7]([O:12][CH2:13][CH:14]2[CH2:16][CH2:15]2)[N:6]=1)=[O:4].C(O)(=O)C(O)=O.[NH:23]1[C:26]2([CH2:29][O:28][CH2:27]2)[CH2:25][CH2:24]1. Given the product [CH3:1][O:2][C:3]([C:5]1[CH:10]=[CH:9][C:8]([N:23]2[C:26]3([CH2:29][O:28][CH2:27]3)[CH2:25][CH2:24]2)=[C:7]([O:12][CH2:13][CH:14]2[CH2:16][CH2:15]2)[N:6]=1)=[O:4], predict the reactants needed to synthesize it. (3) Given the product [CH2:49]([S:56][C:57]([CH2:58][NH:59][C:27](=[O:29])[C:26]1[CH:25]=[C:24]([C:23]([C:9]2[C:10]3[C:15]([O:16][C:17]4[C:8]=2[CH:7]=[CH:6][CH:5]([OH:4])[CH:18]=4)=[CH:14][C:13]([OH:19])=[CH:12][CH:11]=3)=[CH:31][CH:30]=1)[C:32]([OH:34])=[O:33])=[O:60])[C:50]1[CH:55]=[CH:54][CH:53]=[CH:52][CH:51]=1, predict the reactants needed to synthesize it. The reactants are: C([O:4][CH:5]1[CH:18]=[C:17]2[C:8](=[C:9]([C:23]3[CH:31]=[CH:30][C:26]([C:27]([OH:29])=O)=[CH:25][C:24]=3[C:32]([OH:34])=[O:33])[C:10]3[C:15]([O:16]2)=[CH:14][C:13]([O:19]C(=O)C)=[CH:12][CH:11]=3)[CH:7]=[CH:6]1)(=O)C.C(Cl)CCl.C1C=CC2N(O)N=NC=2C=1.[CH2:49]([S:56][C:57](=[O:60])[CH2:58][NH2:59])[C:50]1[CH:55]=[CH:54][CH:53]=[CH:52][CH:51]=1. (4) Given the product [O:28]1[CH2:29][CH2:30][N:25]([CH2:24][CH2:23][CH2:22][NH:21][S:17]([C:2]2[CH:3]=[CH:4][C:5]3[C:6](=[O:16])[C:7]4[C:12](=[CH:11][CH:10]=[CH:9][CH:8]=4)[C:13](=[O:15])[C:14]=3[CH:1]=2)(=[O:19])=[O:18])[CH2:26][CH2:27]1, predict the reactants needed to synthesize it. The reactants are: [CH:1]1[C:14]2[C:13](=[O:15])[C:12]3[C:7](=[CH:8][CH:9]=[CH:10][CH:11]=3)[C:6](=[O:16])[C:5]=2[CH:4]=[CH:3][C:2]=1[S:17](Cl)(=[O:19])=[O:18].[NH2:21][CH2:22][CH2:23][CH2:24][N:25]1[CH2:30][CH2:29][O:28][CH2:27][CH2:26]1.[OH-].[Na+]. (5) Given the product [CH3:19][CH:18]([S:15]([NH:14][CH2:13][CH2:12][C:7]1[CH:8]=[C:9]2[C:4](=[CH:5][CH:6]=1)[CH:3]=[C:2]([O:1][CH2:23][C:21]#[N:22])[CH:11]=[CH:10]2)(=[O:17])=[O:16])[CH3:20], predict the reactants needed to synthesize it. The reactants are: [OH:1][C:2]1[CH:3]=[C:4]2[C:9](=[CH:10][CH:11]=1)[CH:8]=[C:7]([CH2:12][CH2:13][NH:14][S:15]([CH:18]([CH3:20])[CH3:19])(=[O:17])=[O:16])[CH:6]=[CH:5]2.[C:21]([CH2:23]Br)#[N:22].C(=O)([O-])[O-].[K+].[K+]. (6) Given the product [Br:5][C:6]1[CH:11]=[C:10]([NH:4][CH:1]([CH3:3])[CH3:2])[C:9]([N+:13]([O-:15])=[O:14])=[CH:8][N:7]=1, predict the reactants needed to synthesize it. The reactants are: [CH:1]([NH2:4])([CH3:3])[CH3:2].[Br:5][C:6]1[CH:11]=[C:10](Br)[C:9]([N+:13]([O-:15])=[O:14])=[CH:8][N:7]=1.